Dataset: Rat liver microsome stability data. Task: Regression/Classification. Given a drug SMILES string, predict its absorption, distribution, metabolism, or excretion properties. Task type varies by dataset: regression for continuous measurements (e.g., permeability, clearance, half-life) or binary classification for categorical outcomes (e.g., BBB penetration, CYP inhibition). Dataset: rlm. (1) The molecule is N#Cc1cccnc1N[C@@H]1CCN(C(=O)O[C@H]2C3CC4CC2C[C@](C(N)=O)(C4)C3)C1. The result is 0 (unstable in rat liver microsomes). (2) The compound is Cc1nc(CN2CCN(c3cccc4[nH]c(-c5ccc(C(C)(C)C)cc5)nc34)CC2)cn1C. The result is 1 (stable in rat liver microsomes). (3) The compound is O=C(COc1ccccc1)NC(c1ccccc1C(F)(F)F)c1cc(Cl)c2cccnc2c1O. The result is 1 (stable in rat liver microsomes).